Dataset: Catalyst prediction with 721,799 reactions and 888 catalyst types from USPTO. Task: Predict which catalyst facilitates the given reaction. (1) Reactant: [CH3:1][N:2]1[C:7]2[CH:8]=[C:9]([C:11]3[CH:12]=[N:13][NH:14][CH:15]=3)[S:10][C:6]=2[C:5](=[O:16])[NH:4]C1(C)C.[ClH:19]. Product: [ClH:19].[ClH:19].[CH3:1][NH:2][C:7]1[CH:8]=[C:9]([C:11]2[CH:15]=[N:14][NH:13][CH:12]=2)[S:10][C:6]=1[C:5]([NH2:4])=[O:16]. The catalyst class is: 5. (2) Reactant: CC(O[Na])=O.[Cl:6][C:7]1[N:12]=[C:11]([Cl:13])[C:10]([CH2:14][CH2:15][CH3:16])=[C:9]([CH3:17])[N:8]=1. Product: [Cl:6][C:7]1[N:12]=[CH:11][C:10]([CH2:14][CH2:15][CH3:16])=[C:9]([CH3:17])[N:8]=1.[Cl:13][C:11]1[C:10]([CH2:14][CH2:15][CH3:16])=[C:9]([CH3:17])[N:8]=[CH:7][N:12]=1.[CH3:17][C:9]1[N:8]=[CH:7][N:12]=[CH:11][C:10]=1[CH2:14][CH2:15][CH3:16]. The catalyst class is: 99. (3) Reactant: COC[N:4]([C:13]1[CH:14]=[CH:15][CH:16]=[C:17]2[C:21]=1[N:20](COC)[C:19]([C:25]1[N:29]=[CH:28][NH:27][N:26]=1)=[CH:18]2)[S:5]([C:8]1[S:9][CH:10]=[CH:11][CH:12]=1)(=[O:7])=[O:6].Cl.CO. Product: [NH:27]1[CH:28]=[N:29][C:25]([C:19]2[NH:20][C:21]3[C:17]([CH:18]=2)=[CH:16][CH:15]=[CH:14][C:13]=3[NH:4][S:5]([C:8]2[S:9][CH:10]=[CH:11][CH:12]=2)(=[O:6])=[O:7])=[N:26]1. The catalyst class is: 6.